This data is from Full USPTO retrosynthesis dataset with 1.9M reactions from patents (1976-2016). The task is: Predict the reactants needed to synthesize the given product. (1) Given the product [F:40][C:36]1[CH:35]=[C:34]([C:33]2[CH:32]=[C:31]([OH:51])[C:43]3[C:42](=[CH:47][CH:46]=[C:45]([N+:48]([O-:50])=[O:49])[CH:44]=3)[N:41]=2)[CH:39]=[CH:38][CH:37]=1, predict the reactants needed to synthesize it. The reactants are: C1C=CC(C2C=CC=CC=2)=CC=1.C1C=CC(OC2C=CC=CC=2)=CC=1.C(O[C:31](=[O:51])[CH:32]=[C:33]([NH:41][C:42]1[CH:47]=[CH:46][C:45]([N+:48]([O-:50])=[O:49])=[CH:44][CH:43]=1)[C:34]1[CH:39]=[CH:38][CH:37]=[C:36]([F:40])[CH:35]=1)CCC. (2) Given the product [CH3:2][S:3]([C:6]1[CH:11]=[CH:10][C:9]([C:12]2[CH2:17][CH2:16][CH:15]([O:18][CH2:19][CH:20]3[CH2:21][CH2:22][N:23]([C:40]([O:41][CH:42]([CH3:44])[CH3:43])=[O:45])[CH2:24][CH2:25]3)[CH2:14][CH:13]=2)=[CH:8][CH:7]=1)(=[O:5])=[O:4], predict the reactants needed to synthesize it. The reactants are: Cl.[CH3:2][S:3]([C:6]1[CH:11]=[CH:10][C:9]([C:12]2[CH2:17][CH2:16][CH:15]([O:18][CH2:19][CH:20]3[CH2:25][CH2:24][NH:23][CH2:22][CH2:21]3)[CH2:14][CH:13]=2)=[CH:8][CH:7]=1)(=[O:5])=[O:4].C(N(CC)CC)C.C1(C)C=CC=CC=1.[C:40](Cl)(=[O:45])[O:41][CH:42]([CH3:44])[CH3:43]. (3) Given the product [Cl:1][CH2:2][C:3]([NH:27][C:26]1[CH:25]=[CH:24][C:23]([CH:20]2[CH2:19][CH2:18][N:17]([C:14]3[CH:15]=[CH:16][C:11]4[N:12]([C:8]([C:7]([F:31])([F:30])[F:6])=[N:9][N:10]=4)[N:13]=3)[CH2:22][CH2:21]2)=[CH:29][CH:28]=1)=[O:4], predict the reactants needed to synthesize it. The reactants are: [Cl:1][CH2:2][C:3](Cl)=[O:4].[F:6][C:7]([F:31])([F:30])[C:8]1[N:12]2[N:13]=[C:14]([N:17]3[CH2:22][CH2:21][CH:20]([C:23]4[CH:29]=[CH:28][C:26]([NH2:27])=[CH:25][CH:24]=4)[CH2:19][CH2:18]3)[CH:15]=[CH:16][C:11]2=[N:10][N:9]=1.N1C=CC=CC=1. (4) Given the product [CH2:1]([C:5]1[N:6]=[N:7][C:8]([O:24][CH:25]2[CH2:30][CH2:29][N:28]([CH3:31])[CH2:27][CH2:26]2)=[CH:9][C:10]=1[C:11]1[CH:12]=[CH:13][C:14]([O:17][CH:18]2[CH2:23][CH2:22][CH2:21][CH2:20][CH2:19]2)=[C:15]([N+:32]([O-:34])=[O:33])[CH:16]=1)[CH2:2][CH2:3][CH3:4], predict the reactants needed to synthesize it. The reactants are: [CH2:1]([C:5]1[N:6]=[N:7][C:8]([O:24][CH:25]2[CH2:30][CH2:29][N:28]([CH3:31])[CH2:27][CH2:26]2)=[CH:9][C:10]=1[C:11]1[CH:16]=[CH:15][C:14]([O:17][CH:18]2[CH2:23][CH2:22][CH2:21][CH2:20][CH2:19]2)=[CH:13][CH:12]=1)[CH2:2][CH2:3][CH3:4].[N+:32]([O-])([O-:34])=[O:33].[Na+]. (5) Given the product [F:27][C:28]1[CH:29]=[CH:30][C:31]([C:32]([CH:34]2[CH2:39][CH2:38][N:37]([CH2:12][CH:13]3[O:26][C:17]4[C:16](=[CH:25][CH:24]=[C:19]5[NH:20][C:21](=[O:23])[NH:22][C:18]5=4)[O:15][CH2:14]3)[CH2:36][CH2:35]2)=[O:33])=[CH:40][CH:41]=1, predict the reactants needed to synthesize it. The reactants are: CC1C=CC(S(O[CH2:12][C@@H:13]2[O:26][C:17]3[C:18]4[NH:22][C:21](=[O:23])[NH:20][C:19]=4[CH:24]=[CH:25][C:16]=3[O:15][CH2:14]2)(=O)=O)=CC=1.[F:27][C:28]1[CH:41]=[CH:40][C:31]([C:32]([CH:34]2[CH2:39][CH2:38][NH:37][CH2:36][CH2:35]2)=[O:33])=[CH:30][CH:29]=1. (6) Given the product [C:38]1([CH3:39])[C:43]([S:46]([O:8][CH2:7][C@H:6]([CH2:9][O:10][C:11](=[O:29])[CH2:12][CH2:13][CH2:14][CH2:15][CH2:16][CH2:17][CH2:18][CH2:19][CH2:20][CH2:21][CH2:22][CH2:23][CH2:24][CH2:25][CH2:26][CH2:27][CH3:28])[CH2:5][CH:4]([O:3][CH2:1][CH3:2])[O:30][CH2:31][CH3:32])(=[O:48])=[O:47])=[CH:42][CH:41]=[CH:40][CH:45]=1, predict the reactants needed to synthesize it. The reactants are: [CH2:1]([O:3][CH:4]([O:30][CH2:31][CH3:32])[CH2:5][C@@H:6]([CH2:9][O:10][C:11](=[O:29])[CH2:12][CH2:13][CH2:14][CH2:15][CH2:16][CH2:17][CH2:18][CH2:19][CH2:20][CH2:21][CH2:22][CH2:23][CH2:24][CH2:25][CH2:26][CH2:27][CH3:28])[CH2:7][OH:8])[CH3:2].C(N([CH2:38][CH3:39])CC)C.[C:40]1(C)[CH:45]=C[C:43]([S:46](Cl)(=[O:48])=[O:47])=[CH:42][CH:41]=1. (7) Given the product [CH:33]([C:9]1[CH:8]=[CH:7][CH:6]=[C:5]2[C:10]=1[N:1]([C:11]([O:13][C:14]([CH3:17])([CH3:16])[CH3:15])=[O:12])[CH2:2][CH2:3][CH2:4]2)=[O:34], predict the reactants needed to synthesize it. The reactants are: [N:1]1([C:11]([O:13][C:14]([CH3:17])([CH3:16])[CH3:15])=[O:12])[C:10]2[C:5](=[CH:6][CH:7]=[CH:8][CH:9]=2)[CH2:4][CH2:3][CH2:2]1.CN(C)CCN(C)C.C([Li])(CC)C.CN(C)[CH:33]=[O:34]. (8) Given the product [CH3:8][C:5]1[CH:6]=[CH:7][C:2]([C:11]#[C:10][CH2:9][OH:12])=[N:3][CH:4]=1, predict the reactants needed to synthesize it. The reactants are: Br[C:2]1[CH:7]=[CH:6][C:5]([CH3:8])=[CH:4][N:3]=1.[CH2:9]([OH:12])[C:10]#[CH:11].C(N(CC)CC)C.CCOC(C)=O. (9) Given the product [Br:1][C:2]1[CH:3]=[CH:4][C:5]([CH:8]([O:29][C:32]2[CH:33]=[CH:34][C:35]([CH3:37])=[CH:36][C:31]=2[Cl:30])[CH2:9][CH2:10][N:11]2[CH2:16][CH2:15][CH:14]([C:17]3[CH:18]=[C:19]([NH:23][C:24](=[O:28])[CH:25]([CH3:26])[CH3:27])[CH:20]=[CH:21][CH:22]=3)[CH2:13][CH2:12]2)=[CH:6][CH:7]=1, predict the reactants needed to synthesize it. The reactants are: [Br:1][C:2]1[CH:7]=[CH:6][C:5]([CH:8]([OH:29])[CH2:9][CH2:10][N:11]2[CH2:16][CH2:15][CH:14]([C:17]3[CH:18]=[C:19]([NH:23][C:24](=[O:28])[CH:25]([CH3:27])[CH3:26])[CH:20]=[CH:21][CH:22]=3)[CH2:13][CH2:12]2)=[CH:4][CH:3]=1.[Cl:30][C:31]1[CH:36]=[C:35]([CH3:37])[CH:34]=[CH:33][C:32]=1O. (10) The reactants are: [C:1]([C:3]1[CH:10]=[CH:9][C:6]([CH:7]=[O:8])=[CH:5][CH:4]=1)#[N:2].C(OC1C=C(C=C(OCC2C=CC=CC=2)C=1)CN)C1C=CC=CC=1. Given the product [OH:8][CH2:7][C:6]1[CH:9]=[CH:10][C:3]([CH2:1][NH2:2])=[CH:4][CH:5]=1, predict the reactants needed to synthesize it.